Dataset: Reaction yield outcomes from USPTO patents with 853,638 reactions. Task: Predict the reaction yield, written as a fraction of the theoretical maximum amount of product (1.0 means a 100% yield; for example, 0.34 means a 34% yield). (1) The reactants are [CH3:1]I.[N+:3]([C:6]1[CH:14]=[CH:13][CH:12]=[C:8](C(O)=O)[C:7]=1[C:15]([OH:17])=[O:16])([O-:5])=[O:4].[C:18](=[O:21])(O)[O-].[Na+].CN([CH:26]=[O:27])C. No catalyst specified. The product is [CH3:18][O:21][C:26](=[O:27])[C:8]1[C:7](=[C:6]([N+:3]([O-:5])=[O:4])[CH:14]=[CH:13][CH:12]=1)[C:15]([O:17][CH3:1])=[O:16]. The yield is 0.950. (2) The reactants are [CH3:1][C:2]1[CH:10]=[CH:9][CH:8]=[C:7]([CH3:11])[C:3]=1[C:4](O)=[O:5]. The catalyst is C1COCC1. The product is [CH3:1][C:2]1[CH:10]=[CH:9][CH:8]=[C:7]([CH3:11])[C:3]=1[CH2:4][OH:5]. The yield is 0.510. (3) The reactants are C(OC([N:8]1[C:12]2[CH:13]=[CH:14][CH:15]=[CH:16][C:11]=2[N:10]=[C:9]1[CH2:17][N:18]([CH2:29][CH2:30][CH2:31][CH2:32][N:33]1C(=O)C2C(=CC=CC=2)C1=O)[CH:19]1[CH2:28][CH2:27][CH2:26][C:25]2[N:24]=[CH:23][CH:22]=[N:21][C:20]1=2)=O)(C)(C)C.O.NN. The catalyst is C(O)C. The product is [NH:8]1[C:12]2[CH:13]=[CH:14][CH:15]=[CH:16][C:11]=2[N:10]=[C:9]1[CH2:17][N:18]([CH:19]1[CH2:28][CH2:27][CH2:26][C:25]2[N:24]=[CH:23][CH:22]=[N:21][C:20]1=2)[CH2:29][CH2:30][CH2:31][CH2:32][NH2:33]. The yield is 0.640.